Predict the reactants needed to synthesize the given product. From a dataset of Full USPTO retrosynthesis dataset with 1.9M reactions from patents (1976-2016). Given the product [CH3:1][C:2]1[CH:9]=[CH:8][C:7]([C:10]2[CH:15]=[CH:14][CH:13]=[CH:12][CH:11]=2)=[CH:6][C:3]=1[CH2:4][OH:5], predict the reactants needed to synthesize it. The reactants are: [CH3:1][C:2]1[CH:9]=[CH:8][C:7]([C:10]2[CH:15]=[CH:14][CH:13]=[CH:12][CH:11]=2)=[CH:6][C:3]=1[CH:4]=[O:5].B.[Na].C(O)(=O)C.